This data is from Tox21: 12 toxicity assays (nuclear receptors and stress response pathways). The task is: Binary classification across 12 toxicity assays. (1) The compound is CCOP(=O)(NC(C)C)Oc1ccc(SC)c(C)c1. It tested positive (active) for: NR-AhR (Aryl hydrocarbon Receptor agonist activity). (2) The drug is C=CC(=O)OCC(COC(=O)C=C)(COC(=O)C=C)COC(=O)C=C. It tested positive (active) for: NR-ER-LBD (Estrogen Receptor Ligand Binding Domain agonist), NR-PPAR-gamma (PPAR-gamma nuclear receptor agonist), and SR-ATAD5 (ATAD5 genotoxicity (DNA damage)). (3) It tested positive (active) for: NR-ER (Estrogen Receptor agonist activity). The compound is COc1ccc2cc([C@H](C)CO)ccc2c1.